From a dataset of Full USPTO retrosynthesis dataset with 1.9M reactions from patents (1976-2016). Predict the reactants needed to synthesize the given product. (1) Given the product [CH3:10][O:11][C:12]1[N:17]=[C:16]([C:2]2[CH:3]=[CH:4][CH:5]=[C:6]([CH:8]=[O:9])[N:7]=2)[CH:15]=[CH:14][CH:13]=1, predict the reactants needed to synthesize it. The reactants are: Br[C:2]1[N:7]=[C:6]([CH:8]=[O:9])[CH:5]=[CH:4][CH:3]=1.[CH3:10][O:11][C:12]1[N:17]=[C:16](B2OC(C)(C)C(C)(C)O2)[CH:15]=[CH:14][CH:13]=1. (2) Given the product [F:1][C:2]1[CH:7]=[CH:6][C:5]([NH:8][CH2:14][CH2:13][C:12]#[N:15])=[C:4]([N+:9]([O-:11])=[O:10])[CH:3]=1, predict the reactants needed to synthesize it. The reactants are: [F:1][C:2]1[CH:7]=[CH:6][C:5]([NH2:8])=[C:4]([N+:9]([O-:11])=[O:10])[CH:3]=1.[C:12](#[N:15])[CH:13]=[CH2:14]. (3) The reactants are: Cl.Cl.[Cl:3][C:4]1[CH:9]=[CH:8][C:7]([C@@H:10]2[CH2:15][N:14]([C:16]3[CH:21]=[CH:20][CH:19]=[CH:18][CH:17]=3)[CH2:13][CH2:12][N:11]2CC=C)=[CH:6][CH:5]=1.Cl.C.[OH-].[Na+]. Given the product [Cl:3][C:4]1[CH:5]=[CH:6][C:7]([C@H:10]2[NH:11][CH2:12][CH2:13][N:14]([C:16]3[CH:21]=[CH:20][CH:19]=[CH:18][CH:17]=3)[CH2:15]2)=[CH:8][CH:9]=1, predict the reactants needed to synthesize it. (4) Given the product [CH3:11][C:12]1[N:17]=[CH:16][C:15]([C:18](=[O:20])[CH2:19][C:21](=[O:26])[C:22]([O:24][CH3:25])=[O:23])=[CH:14][CH:13]=1, predict the reactants needed to synthesize it. The reactants are: C[Si]([N-][Si](C)(C)C)(C)C.[Li+].[CH3:11][C:12]1[N:17]=[CH:16][C:15]([C:18](=[O:20])[CH3:19])=[CH:14][CH:13]=1.[C:21](OC)(=[O:26])[C:22]([O:24][CH3:25])=[O:23].O. (5) Given the product [O:1]=[C:2]1[CH:11]=[CH:10][C:9]2[N:8]=[CH:7][C:6]([C:12]([OH:14])=[O:13])=[CH:5][C:4]=2[N:3]1[CH2:16][CH:17]=[CH2:18], predict the reactants needed to synthesize it. The reactants are: [O:1]=[C:2]1[CH:11]=[CH:10][C:9]2[N:8]=[CH:7][C:6]([C:12]([O:14]C)=[O:13])=[CH:5][C:4]=2[N:3]1[CH2:16][CH:17]=[CH2:18].[OH-].[Na+].Cl. (6) The reactants are: [C:1](=O)([O-])[O-].[Cs+].[Cs+].Cl[C:8]1[N:13]=[CH:12][C:11]2[C:14]([NH:36][C:37](=[O:39])[O-:38])=[N:15][N:16](C(C3C=CC=CC=3)(C3C=CC=CC=3)C3C=CC=CC=3)[C:10]=2[CH:9]=1.[F:40][C:41]1[CH:46]=[CH:45][C:44]([C@H:47]([NH:49][C:50]([NH2:52])=[O:51])[CH3:48])=[CH:43][CH:42]=1.C1(P(C2CCCCC2)C2C(OC)=CC=C(OC)C=2C2C(C(C)C)=CC(C(C)C)=CC=2C(C)C)CCCCC1.C([SiH](CC)CC)C. Given the product [F:40][C:41]1[CH:42]=[CH:43][C:44]([C@H:47]([NH:49][C:50](=[O:51])[NH:52][C:8]2[N:13]=[CH:12][C:11]3[C:14]([NH:36][C:37](=[O:39])[O:38][CH3:1])=[N:15][NH:16][C:10]=3[CH:9]=2)[CH3:48])=[CH:45][CH:46]=1, predict the reactants needed to synthesize it. (7) Given the product [CH3:29][O:30][C:2]1[CH:7]=[CH:6][C:5]([NH:8][C:9]([NH:11][C:12]2[CH:17]=[CH:16][CH:15]=[C:14]([C:18]3[CH:23]=[CH:22][CH:21]=[C:20]([N:24]4[CH2:28][CH2:27][CH2:26][CH2:25]4)[N:19]=3)[CH:13]=2)=[O:10])=[CH:4][CH:3]=1, predict the reactants needed to synthesize it. The reactants are: Cl[C:2]1[CH:7]=[CH:6][C:5]([NH:8][C:9]([NH:11][C:12]2[CH:17]=[CH:16][CH:15]=[C:14]([C:18]3[CH:23]=[CH:22][CH:21]=[C:20]([N:24]4[CH2:28][CH2:27][CH2:26][CH2:25]4)[N:19]=3)[CH:13]=2)=[O:10])=[CH:4][CH:3]=1.[CH3:29][O:30]C1C=CC(N)=CC=1.CCN(C(C)C)C(C)C. (8) The reactants are: [NH2:1][C:2]1[CH:3]=[CH:4][C:5]([F:18])=[C:6]([C@:8]2([CH2:16][F:17])[C@H:13]([F:14])[CH2:12][O:11][C:10]([NH2:15])=[N:9]2)[CH:7]=1.[C:19]([C:21]1[CH:22]=[CH:23][C:24]([C:27](O)=[O:28])=[N:25][CH:26]=1)#[N:20]. Given the product [NH2:15][C:10]1[O:11][CH2:12][C@@H:13]([F:14])[C@:8]([C:6]2[CH:7]=[C:2]([NH:1][C:27]([C:24]3[CH:23]=[CH:22][C:21]([C:19]#[N:20])=[CH:26][N:25]=3)=[O:28])[CH:3]=[CH:4][C:5]=2[F:18])([CH2:16][F:17])[N:9]=1, predict the reactants needed to synthesize it.